From a dataset of Reaction yield outcomes from USPTO patents with 853,638 reactions. Predict the reaction yield, written as a fraction of the theoretical maximum amount of product (1.0 means a 100% yield; for example, 0.34 means a 34% yield). The reactants are [Cl:1][CH2:2][CH2:3][CH2:4][C:5]([C:7]1[C:15]2[C:10](=[CH:11][CH:12]=[C:13]([C:16]#[N:17])[CH:14]=2)[NH:9][CH:8]=1)=O.[BH4-].[Na+].[Al+3].[Cl-].[Cl-].[Cl-].O. The catalyst is C1COCC1. The product is [Cl:1][CH2:2][CH2:3][CH2:4][CH2:5][C:7]1[C:15]2[C:10](=[CH:11][CH:12]=[C:13]([C:16]#[N:17])[CH:14]=2)[NH:9][CH:8]=1. The yield is 0.690.